Task: Predict which catalyst facilitates the given reaction.. Dataset: Catalyst prediction with 721,799 reactions and 888 catalyst types from USPTO Reactant: [F:1][C:2]1[CH:7]=[C:6]([C:8](OC)=[O:9])[C:5]([C:12]2[N:13]=[CH:14][N:15]([C:17]([C:30]3[CH:35]=[CH:34][CH:33]=[CH:32][CH:31]=3)([C:24]3[CH:29]=[CH:28][CH:27]=[CH:26][CH:25]=3)[C:18]3[CH:23]=[CH:22][CH:21]=[CH:20][CH:19]=3)[CH:16]=2)=[CH:4][N:3]=1.[BH4-].[Na+]. Product: [F:1][C:2]1[CH:7]=[C:6]([CH2:8][OH:9])[C:5]([C:12]2[N:13]=[CH:14][N:15]([C:17]([C:30]3[CH:35]=[CH:34][CH:33]=[CH:32][CH:31]=3)([C:24]3[CH:25]=[CH:26][CH:27]=[CH:28][CH:29]=3)[C:18]3[CH:23]=[CH:22][CH:21]=[CH:20][CH:19]=3)[CH:16]=2)=[CH:4][N:3]=1. The catalyst class is: 36.